Dataset: Reaction yield outcomes from USPTO patents with 853,638 reactions. Task: Predict the reaction yield, written as a fraction of the theoretical maximum amount of product (1.0 means a 100% yield; for example, 0.34 means a 34% yield). (1) The reactants are [F:1][C:2]1[CH:7]=[CH:6][C:5]([NH:8][C:9]([C:11]2([C:14]([OH:16])=O)[CH2:13][CH2:12]2)=[O:10])=[CH:4][CH:3]=1.C1(C(O)=O)(C(O)=O)CC1.FC1C=CC([NH2:31])=CC=1.C(Cl)(=O)C(Cl)=O.[CH3:40][O:41][C:42]1[CH:66]=[CH:65][C:45]([CH2:46][N:47]2[C:51]3=[N:52][CH:53]=[CH:54][C:55]([O:56][C:57]4[CH:62]=[CH:61][C:60](N)=[CH:59][CH:58]=4)=[C:50]3[C:49]([CH3:64])=[N:48]2)=[CH:44][CH:43]=1. The catalyst is C1COCC1.O.C([O-])(O)=O.[Na+].CN(C=O)C. The product is [F:1][C:2]1[CH:3]=[CH:4][C:5]([N:8]([C:60]2[CH:59]=[CH:58][C:57]([O:56][C:55]3[CH:54]=[CH:53][N:52]=[C:51]4[N:47]([CH2:46][C:45]5[CH:44]=[CH:43][C:42]([O:41][CH3:40])=[CH:66][CH:65]=5)[N:48]=[C:49]([CH3:64])[C:50]=34)=[CH:62][CH:61]=2)[C:9]([C:11]2([C:14]([NH2:31])=[O:16])[CH2:12][CH2:13]2)=[O:10])=[CH:6][CH:7]=1. The yield is 0.280. (2) The reactants are [OH:1][C:2]1[CH:10]=[CH:9][C:8]([O:11][C:12]2[CH:17]=[CH:16][CH:15]=[CH:14][CH:13]=2)=[CH:7][C:3]=1[CH:4]=[N:5]O. The catalyst is O=S(Cl)Cl. The product is [OH:1][C:2]1[CH:10]=[CH:9][C:8]([O:11][C:12]2[CH:13]=[CH:14][CH:15]=[CH:16][CH:17]=2)=[CH:7][C:3]=1[C:4]#[N:5]. The yield is 0.520. (3) The reactants are [Cl:1][C:2]1[CH:11]=[C:10]2[C:5]([N:6]=[C:7]([C:15]3[CH2:20][CH2:19][N:18](C(OC(C)(C)C)=O)[CH2:17][CH:16]=3)[C:8]3[N:9]2[CH:12]=[N:13][N:14]=3)=[CH:4][CH:3]=1.C(Cl)Cl.FC(F)(F)C(O)=O. The catalyst is CO.C(Cl)Cl. The product is [Cl:1][C:2]1[CH:11]=[C:10]2[C:5]([N:6]=[C:7]([C:15]3[CH2:20][CH2:19][NH:18][CH2:17][CH:16]=3)[C:8]3[N:9]2[CH:12]=[N:13][N:14]=3)=[CH:4][CH:3]=1. The yield is 0.820. (4) The reactants are [C:1]([O:4][C@H:5]([CH3:20])[CH2:6][CH2:7][CH2:8][CH2:9][N:10]1[C:15](=[O:16])[CH:14]=[C:13]([NH2:17])[N:12]([CH3:18])[C:11]1=[O:19])(=[O:3])[CH3:2].CC1(C)[O:27][C:26](=O)[CH:25]=[C:24]([CH3:29])O1. No catalyst specified. The product is [C:1]([O:4][C@H:5]([CH3:20])[CH2:6][CH2:7][CH2:8][CH2:9][N:10]1[C:15](=[O:16])[C:14]2[C:26](=[O:27])[CH:25]=[C:24]([CH3:29])[NH:17][C:13]=2[N:12]([CH3:18])[C:11]1=[O:19])(=[O:3])[CH3:2]. The yield is 0.530.